The task is: Predict the product of the given reaction.. This data is from Forward reaction prediction with 1.9M reactions from USPTO patents (1976-2016). (1) Given the reactants [CH3:1][O:2][CH2:3][N:4]1[C:12]2[C:7](=[CH:8][CH:9]=[CH:10][C:11]=2[N:13]([CH2:22][O:23][CH3:24])[S:14]([C:17]2[S:18][CH:19]=[CH:20][CH:21]=2)(=[O:16])=[O:15])[CH:6]=[C:5]1[C:25]([NH2:27])=[O:26].C(OC(C)C)(C)C, predict the reaction product. The product is: [CH3:3][N:4](/[CH:12]=[N:27]/[C:25]([C:5]1[N:4]([CH2:3][O:2][CH3:1])[C:12]2[C:7]([CH:6]=1)=[CH:8][CH:9]=[CH:10][C:11]=2[N:13]([CH2:22][O:23][CH3:24])[S:14]([C:17]1[S:18][CH:19]=[CH:20][CH:21]=1)(=[O:16])=[O:15])=[O:26])[CH3:5]. (2) Given the reactants Br[C:2]1[CH:10]=[CH:9][C:8]([C:11]([NH2:13])=[O:12])=[C:7]2[C:3]=1[C:4]1[CH2:17][N:16](C(C3C=CC=CC=3)(C3C=CC=CC=3)C3C=CC=CC=3)[CH2:15][CH2:14][C:5]=1[NH:6]2.CC1C(B2OC(C)(C)C(C)(C)O2)=CC=CC=1[N:53]1[C:62](=[O:63])[C:61]2[C:56](=[CH:57][CH:58]=[CH:59][CH:60]=2)[N:55]=[CH:54]1.C(=O)([O-])[O-].[Na+].[Na+], predict the reaction product. The product is: [CH3:4][C:3]1[C:7]([N:53]2[C:62](=[O:63])[C:61]3[C:56](=[CH:57][CH:58]=[CH:59][CH:60]=3)[N:55]=[CH:54]2)=[CH:8][CH:9]=[CH:10][C:2]=1[C:2]1[CH:10]=[CH:9][C:8]([C:11]([NH2:13])=[O:12])=[C:7]2[C:3]=1[C:4]1[CH2:17][NH:16][CH2:15][CH2:14][C:5]=1[NH:6]2. (3) Given the reactants [Cl:1][C:2]1[N:3]=[CH:4][CH:5]=[C:6]2[CH:10]=[C:9]([CH:11]=O)[NH:8][C:7]=12.[CH2:13]([NH2:15])[CH3:14].[BH4-].[Na+], predict the reaction product. The product is: [ClH:1].[Cl:1][C:2]1[N:3]=[CH:4][CH:5]=[C:6]2[CH:10]=[C:9]([CH2:11][NH:15][CH2:13][CH3:14])[NH:8][C:7]=12. (4) Given the reactants [F:1][C:2]1[N:7]=[C:6]([N:8]2[C:12]([OH:13])=[CH:11][CH:10]=[N:9]2)[CH:5]=[CH:4][CH:3]=1.[H-].[Na+].[I:16][C:17]1[C:22]([CH2:23][CH2:24][CH3:25])=[C:21](I)[N:20]=[CH:19][N:18]=1.O, predict the reaction product. The product is: [F:1][C:2]1[N:7]=[C:6]([N:8]2[C:12]([O:13][C:21]3[C:22]([CH2:23][CH2:24][CH3:25])=[C:17]([I:16])[N:18]=[CH:19][N:20]=3)=[CH:11][CH:10]=[N:9]2)[CH:5]=[CH:4][CH:3]=1. (5) Given the reactants [Cl:1][C:2]1[CH:7]=[CH:6][C:5]([C:8]2[CH:16]=[CH:15][CH:14]=[C:13]3[C:9]=2[CH2:10][C:11](=[O:17])[NH:12]3)=[CH:4][CH:3]=1.[CH3:18][C:19]1[C:23]([CH2:24][CH2:25][C:26]([N:28]2[CH2:33][CH2:32][N:31]([CH3:34])[CH2:30][CH2:29]2)=[O:27])=[C:22]([CH3:35])[NH:21][C:20]=1[CH:36]=O, predict the reaction product. The product is: [Cl:1][C:2]1[CH:3]=[CH:4][C:5]([C:8]2[CH:16]=[CH:15][CH:14]=[C:13]3[C:9]=2[C:10](=[CH:36][C:20]2[NH:21][C:22]([CH3:35])=[C:23]([CH2:24][CH2:25][C:26]([N:28]4[CH2:29][CH2:30][N:31]([CH3:34])[CH2:32][CH2:33]4)=[O:27])[C:19]=2[CH3:18])[C:11](=[O:17])[NH:12]3)=[CH:6][CH:7]=1. (6) Given the reactants Br[CH2:2][CH2:3][C:4]1[C:9]([F:10])=[C:8]([F:11])[CH:7]=[CH:6][C:5]=1[CH2:12]Br.[Br:14][C:15]1[CH:23]=[C:22]2[C:18]([CH2:19][CH2:20][C:21]2=[O:24])=[CH:17][CH:16]=1.[H-].[Na+], predict the reaction product. The product is: [Br:14][C:15]1[CH:23]=[C:22]2[C:18]([CH2:19][C:20]3([C:21]2=[O:24])[CH2:2][CH2:3][C:4]2[C:5](=[CH:6][CH:7]=[C:8]([F:11])[C:9]=2[F:10])[CH2:12]3)=[CH:17][CH:16]=1. (7) Given the reactants [Br:1][C:2]1[CH:7]=[CH:6][NH:5][C:4](=[O:8])[CH:3]=1.Br[C:10]([CH3:16])([CH3:15])[C:11]([O:13][CH3:14])=[O:12].C(=O)([O-])[O-].[K+].[K+].O, predict the reaction product. The product is: [CH3:14][O:13][C:11](=[O:12])[CH:10]([CH3:16])[CH2:15][N:5]1[CH:6]=[CH:7][C:2]([Br:1])=[CH:3][C:4]1=[O:8].